Dataset: Full USPTO retrosynthesis dataset with 1.9M reactions from patents (1976-2016). Task: Predict the reactants needed to synthesize the given product. (1) Given the product [OH:1][CH2:2][CH2:3][CH2:4][C@@:5]1([C:29]2[CH:30]=[CH:31][CH:32]=[CH:33][CH:34]=2)[O:10][C:9](=[O:11])[N:8]([C@H:12]([C:14]2[CH:19]=[CH:18][C:17]([C:36]3[CH:37]=[CH:38][C:39](=[O:43])[N:40]([CH3:42])[CH:41]=3)=[CH:16][CH:15]=2)[CH3:13])[CH2:7][CH2:6]1, predict the reactants needed to synthesize it. The reactants are: [OH:1][CH2:2][CH2:3][CH2:4][C@@:5]1([C:29]2[CH:34]=[CH:33][CH:32]=[CH:31][CH:30]=2)[O:10][C:9](=[O:11])[N:8]([C@H:12]([C:14]2[CH:19]=[CH:18][C:17](B3OC(C)(C)C(C)(C)O3)=[CH:16][CH:15]=2)[CH3:13])[CH2:7][CH2:6]1.Br[C:36]1[CH:37]=[CH:38][C:39](=[O:43])[N:40]([CH3:42])[CH:41]=1.C([O-])([O-])=O.[Cs+].[Cs+]. (2) Given the product [OH:14][C:15]1[CH:20]=[C:19]([CH2:21][CH2:22][CH2:23]/[CH:24]=[CH:7]/[C:5]([O:4][CH3:3])=[O:6])[O:18][C:17](=[O:26])[C:16]=1[C:27](=[O:30])[CH2:28][CH3:29], predict the reactants needed to synthesize it. The reactants are: [H-].[Na+].[CH3:3][O:4][C:5]([CH2:7]P(OC)(OC)=O)=[O:6].[OH:14][C:15]1[CH:20]=[C:19]([CH2:21][CH2:22][CH2:23][CH:24]=O)[O:18][C:17](=[O:26])[C:16]=1[C:27](=[O:30])[CH2:28][CH3:29].